Dataset: Forward reaction prediction with 1.9M reactions from USPTO patents (1976-2016). Task: Predict the product of the given reaction. (1) Given the reactants [Cl:1][C:2]1[CH:3]=[C:4]([N:10]2[C:14]3[C:15](=[O:23])[O:16][C:17]([CH3:22])([C:19](O)=[O:20])[CH2:18][C:13]=3[N:12]=[CH:11]2)[CH:5]=[CH:6][C:7]=1[C:8]#[N:9].[CH3:24][N:25](C(ON1N=NC2C=CC=CC1=2)=[N+](C)C)[CH3:26].[B-](F)(F)(F)F.Cl.CNC.CCN(C(C)C)C(C)C, predict the reaction product. The product is: [CH3:24][N:25]([CH3:26])[C:19]([C:17]1([CH3:22])[O:16][C:15](=[O:23])[C:14]2[N:10]([C:4]3[CH:5]=[CH:6][C:7]([C:8]#[N:9])=[C:2]([Cl:1])[CH:3]=3)[CH:11]=[N:12][C:13]=2[CH2:18]1)=[O:20]. (2) Given the reactants [CH2:1]([CH:5]([CH2:10][C:11]([OH:13])=[O:12])[CH2:6][C:7]([OH:9])=O)[CH:2]([CH3:4])[CH3:3].C(OC(=O)C)(=O)C, predict the reaction product. The product is: [CH2:1]([CH:5]1[CH2:6][C:7](=[O:9])[O:13][C:11](=[O:12])[CH2:10]1)[CH:2]([CH3:3])[CH3:4]. (3) Given the reactants [Br:1][C:2]1[CH:7]=[CH:6][C:5]([C:8](=[O:10])[CH3:9])=[C:4]([Cl:11])[CH:3]=1.[BH4-].[Na+].CO.[NH4+].[Cl-], predict the reaction product. The product is: [Br:1][C:2]1[CH:7]=[CH:6][C:5]([CH:8]([OH:10])[CH3:9])=[C:4]([Cl:11])[CH:3]=1. (4) Given the reactants [C:1]1(=[O:7])O[C:4](=[O:5])[CH:3]=[CH:2]1.[NH2:8][C:9]1[CH:14]=[CH:13][CH:12]=[CH:11][CH:10]=1, predict the reaction product. The product is: [C:9]1([N:8]2[C:4](=[O:5])[CH:3]=[CH:2][C:1]2=[O:7])[CH:14]=[CH:13][CH:12]=[CH:11][CH:10]=1. (5) Given the reactants [C:1]([C:3]1[CH:8]=[CH:7][C:6]([CH2:9][CH2:10][N:11]([CH:30]2[CH2:32][CH2:31]2)[C:12](=[O:29])[CH2:13][CH2:14][CH2:15][NH:16][CH2:17][S:18]([C:21]2[CH:26]=[CH:25][CH:24]=[C:23]([Cl:27])[C:22]=2[Cl:28])(=[O:20])=[O:19])=[CH:5][CH:4]=1)#[N:2].[S].[CH2:34](N)[CH2:35][NH2:36], predict the reaction product. The product is: [CH:30]1([N:11]([CH2:10][CH2:9][C:6]2[CH:5]=[CH:4][C:3]([C:1]3[NH:36][CH2:35][CH2:34][N:2]=3)=[CH:8][CH:7]=2)[C:12](=[O:29])[CH2:13][CH2:14][CH2:15][NH:16][CH2:17][S:18]([C:21]2[CH:26]=[CH:25][CH:24]=[C:23]([Cl:27])[C:22]=2[Cl:28])(=[O:20])=[O:19])[CH2:31][CH2:32]1. (6) Given the reactants [CH2:1]([CH:21](CCC(CCCC(CCCC(CCCC(C)C)C)C)C)[OH:22])[CH2:2][CH:3]([CH2:5][CH2:6][CH2:7][CH:8]([CH2:10][CH2:11][CH2:12][CH:13]([CH2:15][CH2:16][CH2:17][CH:18]([CH3:20])[CH3:19])[CH3:14])[CH3:9])[CH3:4].Cl.CN(C)CCCC(O)=O.C(Cl)CCl.C(N(C(C)C)CC)(C)C, predict the reaction product. The product is: [CH2:1]([CH2:21][OH:22])[CH2:2][CH:3]([CH2:5][CH2:6][CH2:7][CH:8]([CH2:10][CH2:11][CH2:12][CH:13]([CH2:15][CH2:16][CH2:17][CH:18]([CH3:20])[CH3:19])[CH3:14])[CH3:9])[CH3:4]. (7) The product is: [Si:1]([O:18][CH2:19][C@@H:20]1[C@@H:27]2[C@@H:23]([O:24][CH:25]([OH:28])[CH2:26]2)[CH2:22][C@@H:21]1[F:29])([C:14]([CH3:16])([CH3:17])[CH3:15])([C:8]1[CH:13]=[CH:12][CH:11]=[CH:10][CH:9]=1)[C:2]1[CH:7]=[CH:6][CH:5]=[CH:4][CH:3]=1. Given the reactants [Si:1]([O:18][CH2:19][C@@H:20]1[C@@H:27]2[C@@H:23]([O:24][C:25](=[O:28])[CH2:26]2)[CH2:22][C@@H:21]1[F:29])([C:14]([CH3:17])([CH3:16])[CH3:15])([C:8]1[CH:13]=[CH:12][CH:11]=[CH:10][CH:9]=1)[C:2]1[CH:7]=[CH:6][CH:5]=[CH:4][CH:3]=1.CC(C[AlH]CC(C)C)C, predict the reaction product. (8) Given the reactants C(C1[N:13]([C:14]2[CH:19]=[CH:18][C:17]([CH2:20][CH2:21][NH:22][C:23]([NH:25][S:26]([C:29]3[CH:34]=[CH:33][C:32]([CH3:35])=[CH:31][CH:30]=3)(=[O:28])=[O:27])=[O:24])=[CH:16][CH:15]=2)[C:6]2=[N:7][C:8]([CH3:12])=[CH:9][C:10]([CH3:11])=[C:5]2[N:4]=1)C.[C:36](Cl)(=O)[CH2:37][CH:38]([CH3:40])[CH3:39], predict the reaction product. The product is: [CH2:37]([C:36]1[N:13]([C:14]2[CH:19]=[CH:18][C:17]([CH2:20][CH2:21][NH:22][C:23]([NH:25][S:26]([C:29]3[CH:30]=[CH:31][C:32]([CH3:35])=[CH:33][CH:34]=3)(=[O:28])=[O:27])=[O:24])=[CH:16][CH:15]=2)[C:6]2=[N:7][C:8]([CH3:12])=[CH:9][C:10]([CH3:11])=[C:5]2[N:4]=1)[CH:38]([CH3:40])[CH3:39]. (9) Given the reactants [C:1]1([C:7]2[N:8]([S:27]([C:30]([F:33])([F:32])[F:31])(=[O:29])=[O:28])[C:9]3[C:14]([CH:15]=2)=[CH:13][C:12]([C:16]2[N:20]([CH2:21][CH3:22])[N:19]=[C:18]([C:23]([F:26])([F:25])[F:24])[CH:17]=2)=[CH:11][CH:10]=3)[CH2:6][CH2:5][CH2:4][CH2:3][CH:2]=1, predict the reaction product. The product is: [CH:1]1([C:7]2[N:8]([S:27]([C:30]([F:32])([F:33])[F:31])(=[O:29])=[O:28])[C:9]3[C:14]([CH:15]=2)=[CH:13][C:12]([C:16]2[N:20]([CH2:21][CH3:22])[N:19]=[C:18]([C:23]([F:26])([F:25])[F:24])[CH:17]=2)=[CH:11][CH:10]=3)[CH2:6][CH2:5][CH2:4][CH2:3][CH2:2]1.